From a dataset of CYP2C19 inhibition data for predicting drug metabolism from PubChem BioAssay. Regression/Classification. Given a drug SMILES string, predict its absorption, distribution, metabolism, or excretion properties. Task type varies by dataset: regression for continuous measurements (e.g., permeability, clearance, half-life) or binary classification for categorical outcomes (e.g., BBB penetration, CYP inhibition). Dataset: cyp2c19_veith. (1) The result is 0 (non-inhibitor). The drug is CC(=O)O.CCN(CC)CC[n+]1ccc2c(C)c3[nH]c4ccccc4c3c(C)c2c1. (2) The drug is NCCCC(=O)O. The result is 0 (non-inhibitor). (3) The compound is COc1ccc(-c2noc(CCCC(=O)NCCc3ccccc3)n2)cc1OC. The result is 1 (inhibitor). (4) The drug is CC(=O)NBr. The result is 0 (non-inhibitor). (5) The compound is COc1ccc(-c2nc3cnc(Nc4cccc(OC)c4)nc3n(CCC#N)c2=O)cc1. The result is 0 (non-inhibitor). (6) The drug is COC(=O)c1cc(NC(=O)CC2NC3CCCCC3NC2=O)cc(C(=O)OC)c1. The result is 0 (non-inhibitor). (7) The compound is COc1ccc(CNc2ncnc3ccc(-c4cccc(C#N)c4)cc23)c(OC)c1. The result is 0 (non-inhibitor).